From a dataset of Catalyst prediction with 721,799 reactions and 888 catalyst types from USPTO. Predict which catalyst facilitates the given reaction. (1) Reactant: C[N:2]([CH3:20])[CH:3]=[C:4]([C:10](=[O:19])[C:11]1[CH:16]=[C:15]([I:17])[CH:14]=[CH:13][C:12]=1F)[C:5]([O:7][CH2:8][CH3:9])=[O:6].[F:21][CH:22]([F:25])CN.C(=O)([O-])[O-].[K+].[K+].O. Product: [F:21][CH:22]([F:25])[CH2:20][N:2]1[C:12]2[C:11](=[CH:16][C:15]([I:17])=[CH:14][CH:13]=2)[C:10](=[O:19])[C:4]([C:5]([O:7][CH2:8][CH3:9])=[O:6])=[CH:3]1. The catalyst class is: 8. (2) Reactant: [N+:1]([C:4]1[CH:9]=[CH:8][C:7]([C:10]2[N:11]=[CH:12][N:13]([CH2:15][CH2:16][C:17]([O:19][C:20]([CH3:23])([CH3:22])[CH3:21])=[O:18])[CH:14]=2)=[CH:6][CH:5]=1)([O-])=O.C([O-])=O.[NH4+]. Product: [NH2:1][C:4]1[CH:9]=[CH:8][C:7]([C:10]2[N:11]=[CH:12][N:13]([CH2:15][CH2:16][C:17]([O:19][C:20]([CH3:23])([CH3:22])[CH3:21])=[O:18])[CH:14]=2)=[CH:6][CH:5]=1. The catalyst class is: 29. (3) Reactant: [Br:1][C:2]1[C:7]([CH3:8])=[CH:6][C:5]([OH:9])=[CH:4][C:3]=1[CH3:10].N1C=CN=C1.[CH3:16][C:17]([Si:20](Cl)([CH3:22])[CH3:21])([CH3:19])[CH3:18]. Product: [Br:1][C:2]1[C:7]([CH3:8])=[CH:6][C:5]([O:9][Si:20]([C:17]([CH3:19])([CH3:18])[CH3:16])([CH3:22])[CH3:21])=[CH:4][C:3]=1[CH3:10]. The catalyst class is: 3. (4) Product: [O:11]1[CH:12]=[CH:13][CH:14]=[C:10]1[C:8]1[NH:27][C:25](=[O:26])[C:24]([C:22]#[N:23])=[CH:6][C:7]=1[C:15]1[CH:20]=[CH:19][N:18]=[CH:17][N:16]=1. Reactant: C[O-].[Na+].CN(C)/[CH:6]=[C:7](/[C:15]1[CH:20]=[CH:19][N:18]=[CH:17][N:16]=1)\[C:8]([C:10]1[O:11][CH:12]=[CH:13][CH:14]=1)=O.[C:22]([CH2:24][C:25]([NH2:27])=[O:26])#[N:23]. The catalyst class is: 9. (5) Reactant: [NH2:1][C@H:2]1[CH2:7][CH2:6][CH2:5][CH2:4][C@H:3]1[NH:8][C:9]1[C:17]([F:18])=[CH:16][C:12]([C:13]([NH2:15])=[O:14])=[C:11]([NH:19][C:20]2[CH:21]=[C:22]3[C:27](=[C:28]([O:30]CC4C=CC=CC=4)[CH:29]=2)[N:26]=[CH:25][CH:24]=[CH:23]3)[N:10]=1. Product: [NH2:1][C@H:2]1[CH2:7][CH2:6][CH2:5][CH2:4][C@H:3]1[NH:8][C:9]1[C:17]([F:18])=[CH:16][C:12]([C:13]([NH2:15])=[O:14])=[C:11]([NH:19][C:20]2[CH:21]=[C:22]3[C:27](=[C:28]([OH:30])[CH:29]=2)[N:26]=[CH:25][CH:24]=[CH:23]3)[N:10]=1. The catalyst class is: 563.